From a dataset of Forward reaction prediction with 1.9M reactions from USPTO patents (1976-2016). Predict the product of the given reaction. (1) Given the reactants [Br:1][C:2]1[CH:3]=[C:4]([C:9](=[O:11])[CH3:10])[CH:5]=[CH:6][C:7]=1[OH:8].Br[CH2:13][CH:14]1[CH2:16][CH2:15]1, predict the reaction product. The product is: [Br:1][C:2]1[CH:3]=[C:4]([C:9](=[O:11])[CH3:10])[CH:5]=[CH:6][C:7]=1[O:8][CH2:13][CH:14]1[CH2:16][CH2:15]1. (2) Given the reactants [Li]CCCC.[F:6][C:7]1[CH:12]=[CH:11][C:10]([C:13]2[O:17][CH:16]=[N:15][CH:14]=2)=[CH:9][CH:8]=1.CN([CH:21]=[O:22])C.Cl, predict the reaction product. The product is: [F:6][C:7]1[CH:8]=[CH:9][C:10]([C:13]2[O:17][C:16]([CH:21]=[O:22])=[N:15][CH:14]=2)=[CH:11][CH:12]=1.